Dataset: Buchwald-Hartwig C-N cross coupling reaction yields with 55,370 reactions. Task: Predict the reaction yield, written as a fraction of the theoretical maximum amount of product (1.0 means a 100% yield; for example, 0.34 means a 34% yield). (1) The reactants are Ic1cccnc1.Cc1ccc(N)cc1.O=S(=O)(O[Pd]1c2ccccc2-c2ccccc2N~1)C(F)(F)F.CC(C)c1cc(C(C)C)c(-c2ccccc2P(C2CCCCC2)C2CCCCC2)c(C(C)C)c1.CCN=P(N=P(N(C)C)(N(C)C)N(C)C)(N(C)C)N(C)C.CCOC(=O)c1cnoc1C. No catalyst specified. The product is Cc1ccc(Nc2cccnc2)cc1. The yield is 0.116. (2) The reactants are FC(F)(F)c1ccc(Br)cc1.Cc1ccc(N)cc1.O=S(=O)(O[Pd]1c2ccccc2-c2ccccc2N~1)C(F)(F)F.COc1ccc(OC)c(P([C@]23C[C@H]4C[C@H](C[C@H](C4)C2)C3)[C@]23C[C@H]4C[C@H](C[C@H](C4)C2)C3)c1-c1c(C(C)C)cc(C(C)C)cc1C(C)C.CN(C)C(=NC(C)(C)C)N(C)C.c1ccc2oncc2c1. No catalyst specified. The product is Cc1ccc(Nc2ccc(C(F)(F)F)cc2)cc1. The yield is 0.193. (3) The yield is 0.837. The product is Cc1ccc(Nc2ccccn2)cc1. The reactants are Ic1ccccn1.Cc1ccc(N)cc1.O=S(=O)(O[Pd]1c2ccccc2-c2ccccc2N~1)C(F)(F)F.CC(C)c1cc(C(C)C)c(-c2ccccc2P(C(C)(C)C)C(C)(C)C)c(C(C)C)c1.CN1CCCN2CCCN=C12.Cc1cc(C)on1. No catalyst specified.